This data is from hERG Central: cardiac toxicity at 1µM, 10µM, and general inhibition. The task is: Predict hERG channel inhibition at various concentrations. (1) The molecule is COc1ccc(CCN(C)CCCC(C#N)(c2ccc(OC)c(OC)c2)C(C)C)cc1OC.Cl.O. Results: hERG_inhib (hERG inhibition (general)): blocker. (2) The compound is CCOc1ccccc1NC(=O)C(NCC1(N2CCCCC2)CCCCC1)c1ccccc1.O=C(O)C(=O)O. Results: hERG_inhib (hERG inhibition (general)): blocker. (3) The compound is CCN1CCN(c2ncnc3sc(C)c(-c4ccccc4)c23)CC1. Results: hERG_inhib (hERG inhibition (general)): blocker. (4) The compound is CCCCCCCNC(=O)C1(CC2CC(c3cccc(Br)c3)=NO2)CCN(C(=O)c2ccccc2)CC1. Results: hERG_inhib (hERG inhibition (general)): blocker. (5) The molecule is CC(=O)c1ccc(S(=O)(=O)N2CCN(CC(=O)Nc3ccccc3C(=O)NC3CC3)CC2)cc1. Results: hERG_inhib (hERG inhibition (general)): blocker. (6) The compound is CCOc1ccc(/C=N/NC2=NCCCCC2)cc1. Results: hERG_inhib (hERG inhibition (general)): blocker.